Dataset: Experimentally validated miRNA-target interactions with 360,000+ pairs, plus equal number of negative samples. Task: Binary Classification. Given a miRNA mature sequence and a target amino acid sequence, predict their likelihood of interaction. (1) The miRNA is hsa-miR-92a-3p with sequence UAUUGCACUUGUCCCGGCCUGU. The protein sequence of the target gene is MSDAGGGKKPPVDPQAGPGPGPGRAAGERGLSGSFPLVLKKLMENPPREARLDKEKGKEKLEEDEAAAASTMAVSASLMPPIWDKTIPYDGESFHLEYMDLDEFLLENGIPASPTHLAHNLLLPVAELEGKESASSSTASPPSSSTAIFQPSETVSSTESSLEKERETPSPIDPNCVEVDVNFNPDPADLVLSSVPGGELFNPRKHKFAEEDLKPQPMIKKAKKVFVPDEQKDEKYWTRRKKNNVAAKRSRDARRLKENQITIRAAFLEKENTALRTEVAELRKEVGKCKTIVSKYETKY.... Result: 1 (interaction). (2) The miRNA is hsa-miR-3617-5p with sequence AAAGACAUAGUUGCAAGAUGGG. The protein sequence of the target gene is MVVSAGPWSSEKAETNILEINEKLRPQLAENKQQFRNLKEKCFVTQLAGFLANRQKKYKYEECKDLIKFMLRNERQFKEEKLAEQLKQAEELRQYKVLVHSQERELTQLREKLREGRDASRSLNQHLQALLTPDKPDKSQGQDLQEQLAEGCRLAQQLFQKLSPENDEDEDEDVQVEEAEKVLESSAPREVQKAEESKVPEDSLEECAITCSNSHSPCDSNQPHKNINITFEEDKVNSTLVVDRESSHDECQDAVNILPVPGPTSSATNVSMVVSAGPLSSEKAEMNILEINEKLHPQLA.... Result: 1 (interaction). (3) The miRNA is hsa-miR-3909 with sequence UGUCCUCUAGGGCCUGCAGUCU. The protein sequence of the target gene is MRAVPLPLSRTASLSLGFLLLLSLCLDPGQAKELKFVTLVFRHGDRGPIETFPTDPITESSWPQGFGQLTQWGMEQHYELGSYIRKRYGRFLNDTYKHDQIYIRSTDVDRTLMSAMTNLAALFPPEGISIWNPRLLWQPIPVHTVSLSEDRLLYLPFRDCPRFEELKSETLESEEFLKRLHPYKSFLDTLSSLSGFDDQDLFGIWSKVYDPLFCESVHNFTLPSWATEDAMIKLKELSELSLLSLYGIHKQKEKSRLQGGVLVNEILKNMKLATQPQKYKKLVMYSAHDTTVSGLQMALD.... Result: 0 (no interaction). (4) The miRNA is hsa-miR-3196 with sequence CGGGGCGGCAGGGGCCUC. The protein sequence of the target gene is MDRGTLPLAVALLLASCSLSPTSLAETVHCDLQPVGPERGEVTYTTSQVSKGCVAQAPNAILEVHVLFLEFPTGPSQLELTLQASKQNGTWPREVLLVLSVNSSVFLHLQALGIPLHLAYNSSLVTFQEPPGVNTTELPSFPKTQILEWAAERGPITSAAELNDPQSILLRLGQAQGSLSFCMLEASQDMGRTLEWRPRTPALVRGCHLEGVAGHKEAHILRVLPGHSAGPRTVTVKVELSCAPGDLDAVLILQGPPYVSWLIDANHNMQIWTTGEYSFKIFPEKNIRGFKLPDTPQGLL.... Result: 1 (interaction). (5) The miRNA is hsa-miR-4448 with sequence GGCUCCUUGGUCUAGGGGUA. The protein sequence of the target gene is MAARGRRAWLSMLLGLVLGFVLASRLVLPRASELKRVGPRRRPSPEGCRPGQEASQPGGARGDARGAQLWPQGSAAEGVPRDRNFLFVGVMTAQKYLQTRAVAAYRTWSKTIPGKVEFFSSEGSDTSIPIPVVPLRGVDDSYPPQKKSFMMLKYMHDHYLDKYEWFMRADDDVYIKGDRLESFLRSLNSSEPLFLGQTGLGTTEEMGKLALEPGENFCMGGPGVILSREVLRRMAPHIGKCLREMYTTHEDVEVGRCVRRFAGVQCVWSYEMQQLFYENYEQNKKGYIRDLHSSKIHRAI.... Result: 0 (no interaction). (6) The miRNA is mmu-miR-204-5p with sequence UUCCCUUUGUCAUCCUAUGCCU. The protein sequence of the target gene is MLPSQEASKLYHEHYMRNSRAIGVLWAIFTICFAIINVVVFIQPYWVGDSVSTPKPGYFGLFHYCVGSGLAGRELTCRGSFTDFSTIPSSAFKAAAFFVLLSMVLILGCITCFALFFFCNTATVYKICAWMQLLAALCLVLGCMIFPDGWDAETIRDMCGAKTGKYSLGDCSVRWAYILAIIGILNALILSFLAFVLGNRQTDLLQEELKQENKDFVGTTVSSVLRPGGDVSGWGVLPCPVAHTQGP. Result: 1 (interaction).